Dataset: Catalyst prediction with 721,799 reactions and 888 catalyst types from USPTO. Task: Predict which catalyst facilitates the given reaction. (1) Reactant: [CH2:1]([S:3]([C:6]1[CH:7]=[CH:8][C:9]([O:13][CH3:14])=[C:10]([CH:12]=1)[NH2:11])(=[O:5])=[O:4])[CH3:2].[C:15](Cl)(Cl)=[S:16].C(=O)(O)[O-].[Na+]. Product: [CH2:1]([S:3]([C:6]1[CH:7]=[CH:8][C:9]([O:13][CH3:14])=[C:10]([N:11]=[C:15]=[S:16])[CH:12]=1)(=[O:5])=[O:4])[CH3:2]. The catalyst class is: 4. (2) Reactant: [NH2:1][C:2]1[C:10]2[C:5](=[N:6][C:7]([O:13][CH2:14][C:15](O)=[O:16])=[C:8]([Cl:12])[C:9]=2[CH3:11])[S:4][C:3]=1[C:18](=[O:23])[NH:19][CH:20]1[CH2:22][CH2:21]1.O.ON1C2C=CC=CC=2N=N1.C(N(CC)C(C)C)(C)C.Cl.CN(C)CCCN=C=NCC.[CH2:56]([CH2:58][NH2:59])[OH:57]. Product: [OH:57][CH2:56][CH2:58][NH:59][C:15](=[O:16])[CH2:14][O:13][C:7]1[N:6]=[C:5]2[S:4][C:3]([C:18](=[O:23])[NH:19][CH:20]3[CH2:21][CH2:22]3)=[C:2]([NH2:1])[C:10]2=[C:9]([CH3:11])[C:8]=1[Cl:12]. The catalyst class is: 198. (3) Product: [Cl:1][C:2]1[CH:23]=[CH:22][C:5]([O:6][CH2:7][C@H:8]([OH:21])[CH2:9][N:10]2[C:11](=[O:20])[C:12]3=[CH:19][CH:18]=[CH:17][CH:16]=[C:13]3[C:14]2=[O:15])=[C:4]([O:24][C:35](=[O:37])[CH3:36])[CH:3]=1. Reactant: [Cl:1][C:2]1[CH:23]=[CH:22][C:5]([O:6][CH2:7][C@H:8]([OH:21])[CH2:9][N:10]2[C:14](=[O:15])[C:13]3=[CH:16][CH:17]=[CH:18][CH:19]=[C:12]3[C:11]2=[O:20])=[C:4]([OH:24])[CH:3]=1.C(=O)([O-])[O-].[Na+].[Na+].ClCCCl.[C:35](OC(=O)C)(=[O:37])[CH3:36]. The catalyst class is: 6. (4) Reactant: [O:1]1[C:5]2[CH:6]=[CH:7][C:8]([C:10]3[N:15]4[N:16]=[C:17]([C:19]([CH3:22])([CH3:21])[CH3:20])[CH:18]=[C:14]4[N:13]=[C:12]([CH3:23])[C:11]=3[CH:24]([CH2:29][CH2:30][CH3:31])[C:25]([O:27]C)=[O:26])=[CH:9][C:4]=2[CH:3]=[CH:2]1.[OH-].[Na+]. Product: [O:1]1[C:5]2[CH:6]=[CH:7][C:8]([C:10]3[N:15]4[N:16]=[C:17]([C:19]([CH3:20])([CH3:21])[CH3:22])[CH:18]=[C:14]4[N:13]=[C:12]([CH3:23])[C:11]=3[CH:24]([CH2:29][CH2:30][CH3:31])[C:25]([OH:27])=[O:26])=[CH:9][C:4]=2[CH:3]=[CH:2]1. The catalyst class is: 24.